Dataset: Full USPTO retrosynthesis dataset with 1.9M reactions from patents (1976-2016). Task: Predict the reactants needed to synthesize the given product. (1) Given the product [C:22]([O:21][C:19]([NH:26][CH:27]1[CH2:37][CH2:36][N:35]([CH2:2][C:3]2[CH:11]=[CH:10][C:6]([C:7]([O:18][CH2:12][CH2:13][CH2:14][CH2:15][C:16]#[CH:17])=[O:8])=[CH:5][CH:4]=2)[CH2:38][CH2:39]1)=[O:20])([CH3:25])([CH3:24])[CH3:23], predict the reactants needed to synthesize it. The reactants are: Cl[CH2:2][C:3]1[CH:11]=[CH:10][C:6]([C:7](Cl)=[O:8])=[CH:5][CH:4]=1.[CH2:12]([OH:18])[CH2:13][CH2:14][CH2:15][C:16]#[CH:17].[C:19]([N:26]1CCC(N)C[CH2:27]1)([O:21][C:22]([CH3:25])([CH3:24])[CH3:23])=[O:20].C([N:35]([CH2:38][CH3:39])[CH2:36][CH3:37])C. (2) Given the product [O:11]=[C:12]1[C:18](=[CH:47][N:48]2[C:49]3[CH:30]=[CH:29][CH:28]=[CH:27][C:26]=3[NH:16][C:50]2=[O:51])[C:17](=[O:25])[N:16]([C:26]2[CH:27]=[CH:28][CH:29]=[CH:30][CH:31]=2)[CH:15]=[CH:14][N:13]1[CH2:32][C:33]([N:35]([CH:44]([CH3:46])[CH3:45])[C:36]1[CH:41]=[CH:40][C:39]([O:42][CH3:43])=[CH:38][CH:37]=1)=[O:34], predict the reactants needed to synthesize it. The reactants are: C[Si]([N-][Si](C)(C)C)(C)C.[Na+].[O:11]=[C:12]1[C:18](=COS(C)(=O)=O)[C:17](=[O:25])[N:16]([C:26]2[CH:31]=[CH:30][CH:29]=[CH:28][CH:27]=2)[CH:15]=[CH:14][N:13]1[CH2:32][C:33]([N:35]([CH:44]([CH3:46])[CH3:45])[C:36]1[CH:41]=[CH:40][C:39]([O:42][CH3:43])=[CH:38][CH:37]=1)=[O:34].[CH3:47][N:48]([CH:50]=[O:51])[CH3:49]. (3) Given the product [Cl:12][C:13]1[C:14]([O:22][C:23]2[CH:28]=[C:27]([F:29])[C:26]([C:30]([F:33])([F:31])[F:32])=[CH:25][C:24]=2[C:34]2[CH:39]=[CH:38][N:37]=[N:36][CH:35]=2)=[CH:15][C:16]([O:11][N:10]=[C:8]([CH3:9])[CH3:7])=[C:17]([CH:20]=1)[C:18]#[N:19], predict the reactants needed to synthesize it. The reactants are: C([O-])(C)(C)C.[K+].[CH3:7][C:8](=[N:10][OH:11])[CH3:9].[Cl:12][C:13]1[C:14]([O:22][C:23]2[CH:28]=[C:27]([F:29])[C:26]([C:30]([F:33])([F:32])[F:31])=[CH:25][C:24]=2[C:34]2[CH:39]=[CH:38][N:37]=[N:36][CH:35]=2)=[CH:15][C:16](F)=[C:17]([CH:20]=1)[C:18]#[N:19]. (4) Given the product [CH3:25][O:24][C:3]1[C:2]([C:27]2[S:26][CH:30]=[CH:29][CH:28]=2)=[CH:7][CH:6]=[C:5]([O:8][CH3:9])[C:4]=1[C:10](=[O:23])[CH2:11][C:12]1[C:17]([C:18]([F:21])([F:20])[F:19])=[CH:16][CH:15]=[CH:14][C:13]=1[F:22], predict the reactants needed to synthesize it. The reactants are: Br[C:2]1[C:3]([O:24][CH3:25])=[C:4]([C:10](=[O:23])[CH2:11][C:12]2[C:17]([C:18]([F:21])([F:20])[F:19])=[CH:16][CH:15]=[CH:14][C:13]=2[F:22])[C:5]([O:8][CH3:9])=[CH:6][CH:7]=1.[S:26]1[CH:30]=[CH:29][CH:28]=[C:27]1B(O)O. (5) The reactants are: [NH:1]1[C:5]2[CH:6]=[CH:7][C:8]([NH2:10])=[CH:9][C:4]=2[N:3]=[CH:2]1.[N:11]1[O:15][N:14]=[C:13]2[CH:16]=[C:17]([CH:20]=O)[CH:18]=[CH:19][C:12]=12.C([O:24][C:25](=O)[C:26](=[O:33])[CH2:27][C:28]([CH:30]1[CH2:32][CH2:31]1)=[O:29])C. Given the product [NH:1]1[C:5]2[CH:6]=[CH:7][C:8]([N:10]3[CH:20]([C:17]4[CH:18]=[CH:19][C:12]5=[N:11][O:15][N:14]=[C:13]5[CH:16]=4)[C:27]([C:28]([CH:30]4[CH2:32][CH2:31]4)=[O:29])=[C:26]([OH:33])[C:25]3=[O:24])=[CH:9][C:4]=2[N:3]=[CH:2]1, predict the reactants needed to synthesize it. (6) Given the product [CH3:29][N:16]([C:4]1[CH:3]=[C:14]2[C:15]3[CH:10]([CH2:11][CH2:12][CH2:13]2)[CH2:9][CH2:8][CH2:7][C:6]=3[CH:5]=1)[C:17]1[N:22]=[CH:21][C:20]([C:23]([OH:25])=[O:24])=[CH:19][N:18]=1, predict the reactants needed to synthesize it. The reactants are: [H-].[Na+].[CH:3]1[C:14]2=[C:15]3[CH:10]([CH2:11][CH2:12][CH2:13]2)[CH2:9][CH2:8][CH2:7][C:6]3=[CH:5][C:4]=1[NH:16][C:17]1[N:22]=[CH:21][C:20]([C:23]([O:25]CC)=[O:24])=[CH:19][N:18]=1.I[CH3:29].[Cl-].[NH4+]. (7) Given the product [C:14]([O:13][C:12]([NH:11][C:8]1[CH:9]=[CH:10][O:6][C:7]=1[C:19]([OH:21])=[O:20])=[O:18])([CH3:15])([CH3:17])[CH3:16], predict the reactants needed to synthesize it. The reactants are: C([Li])CCC.[O:6]1[CH:10]=[CH:9][C:8]([NH:11][C:12](=[O:18])[O:13][C:14]([CH3:17])([CH3:16])[CH3:15])=[CH:7]1.[C:19](=[O:21])=[O:20]. (8) Given the product [CH3:1][NH:8][CH2:9][CH2:10][NH:11][C:12](=[O:18])[O:13][C:14]([CH3:16])([CH3:15])[CH3:17], predict the reactants needed to synthesize it. The reactants are: [CH2:1]([N:8](C)[CH2:9][CH2:10][NH:11][C:12](=[O:18])[O:13][C:14]([CH3:17])([CH3:16])[CH3:15])C1C=CC=CC=1. (9) The reactants are: [NH2:1][C@H:2]([C:12]1[N:17]=[C:16]([C:18]#[C:19][C:20]2([OH:24])[CH2:23][CH2:22][CH2:21]2)[CH:15]=[CH:14][C:13]=1[Br:25])[CH2:3][C:4]1[CH:9]=[C:8]([F:10])[CH:7]=[C:6]([F:11])[CH:5]=1.[F:26][C:27]1([F:51])[C:31]2[N:32]([CH2:39][C:40](ON3C(=O)CCC3=O)=[O:41])[N:33]=[C:34]([C:35]([F:38])([F:37])[F:36])[C:30]=2[C@H:29]2[CH2:50][C@@H:28]12. Given the product [Br:25][C:13]1[C:12]([C@@H:2]([NH:1][C:40](=[O:41])[CH2:39][N:32]2[C:31]3[C:27]([F:26])([F:51])[C@@H:28]4[CH2:50][C@@H:29]4[C:30]=3[C:34]([C:35]([F:37])([F:36])[F:38])=[N:33]2)[CH2:3][C:4]2[CH:9]=[C:8]([F:10])[CH:7]=[C:6]([F:11])[CH:5]=2)=[N:17][C:16]([C:18]#[C:19][C:20]2([OH:24])[CH2:23][CH2:22][CH2:21]2)=[CH:15][CH:14]=1, predict the reactants needed to synthesize it.